Dataset: Forward reaction prediction with 1.9M reactions from USPTO patents (1976-2016). Task: Predict the product of the given reaction. (1) The product is: [CH2:1]([O:3][C:4]([C@@:6]12[CH2:24][C@H:23]1[CH:22]=[CH:21][CH2:20][CH2:19][CH2:18][CH2:17][CH2:16][C@H:15]([NH:25][C:26]([O:28][C:29]([CH3:31])([CH3:30])[CH3:32])=[O:27])[C:14](=[O:33])[N:13]1[C@@H:9]([CH2:10][C@@H:11]([O:34][C:41]([N:43]3[CH2:44][CH2:45][C:62]4[C:57](=[CH:58][CH:59]=[CH:60][CH:61]=4)[CH2:47]3)=[O:42])[CH2:12]1)[C:8](=[O:35])[NH:7]2)=[O:5])[CH3:2]. Given the reactants [CH2:1]([O:3][C:4]([C@@:6]12[CH2:24][C@H:23]1[CH:22]=[CH:21][CH2:20][CH2:19][CH2:18][CH2:17][CH2:16][C@H:15]([NH:25][C:26]([O:28][C:29]([CH3:32])([CH3:31])[CH3:30])=[O:27])[C:14](=[O:33])[N:13]1[C@@H:9]([CH2:10][C@@H:11]([OH:34])[CH2:12]1)[C:8](=[O:35])[NH:7]2)=[O:5])[CH3:2].C1N=CN([C:41]([N:43]2[CH:47]=N[CH:45]=[CH:44]2)=[O:42])C=1.C(Cl)Cl.CO.C1[C:62]2[C:57](=[CH:58][CH:59]=[CH:60][CH:61]=2)CCN1, predict the reaction product. (2) Given the reactants [Cl:1][C:2]1[CH:3]=[CH:4][C:5]([N:16]2[CH:20]=[C:19]([C:21]([F:24])([F:23])[F:22])[N:18]=[N:17]2)=[C:6]([C:8]2[CH:13]=[C:12]([O:14]C)[N:11]=[CH:10][N:9]=2)[CH:7]=1.Br.O, predict the reaction product. The product is: [Cl:1][C:2]1[CH:3]=[CH:4][C:5]([N:16]2[CH:20]=[C:19]([C:21]([F:23])([F:22])[F:24])[N:18]=[N:17]2)=[C:6]([C:8]2[N:9]=[CH:10][N:11]=[C:12]([OH:14])[CH:13]=2)[CH:7]=1.